The task is: Predict the product of the given reaction.. This data is from Forward reaction prediction with 1.9M reactions from USPTO patents (1976-2016). (1) Given the reactants Cl[C:2]1[C:11]2[C:6](=[CH:7][CH:8]=[CH:9][CH:10]=2)[N:5]=[CH:4][CH:3]=1.[NH2:12][C@H:13]([C:17]([NH2:19])=[O:18])[CH:14]([CH3:16])[CH3:15].C(NC(C)C)(C)C.COCC(O)C, predict the reaction product. The product is: [CH3:15][CH:14]([CH3:16])[CH:13]([NH:12][C:2]1[C:11]2[C:6](=[CH:7][CH:8]=[CH:9][CH:10]=2)[N:5]=[CH:4][CH:3]=1)[C:17]([NH2:19])=[O:18]. (2) Given the reactants [N-:1]=[N+:2]=[N-:3].[Na+].[CH3:5][C:6]1[CH:11]=[C:10](B2OC(C)(C)C(C)(C)O2)[CH:9]=[C:8]([CH3:21])[C:7]=1[C:22]1[C:26](=[O:27])[CH2:25][CH:24]([CH2:28][CH2:29][NH:30][C:31]([C:33]2[CH:38]=[CH:37][CH:36]=[CH:35][N:34]=2)=[O:32])[C:23]=1[O:39][CH3:40].C(N(CC([O-])=O)CC([O-])=O)CN(CC([O-])=O)CC([O-])=O.[Na+].[Na+].[Na+].[Na+].C(OCC)(=O)C, predict the reaction product. The product is: [N:1]([C:10]1[CH:9]=[C:8]([CH3:21])[C:7]([C:22]2[C:26](=[O:27])[CH2:25][CH:24]([CH2:28][CH2:29][NH:30][C:31]([C:33]3[CH:38]=[CH:37][CH:36]=[CH:35][N:34]=3)=[O:32])[C:23]=2[O:39][CH3:40])=[C:6]([CH3:5])[CH:11]=1)=[N+:2]=[N-:3]. (3) Given the reactants [CH3:1][O:2][C:3]1[CH:4]=[C:5]([CH2:10][C:11]#[N:12])[CH:6]=[CH:7][C:8]=1[CH3:9].Cl, predict the reaction product. The product is: [CH3:1][O:2][C:3]1[CH:4]=[C:5]([CH2:10][CH2:11][NH2:12])[CH:6]=[CH:7][C:8]=1[CH3:9].